Predict the product of the given reaction. From a dataset of Forward reaction prediction with 1.9M reactions from USPTO patents (1976-2016). (1) The product is: [OH:25][CH:24]([C:23]1[CH:26]=[CH:27][CH:28]=[CH:29][C:22]=1[S:19]([N:14]1[CH2:18][CH2:17][CH2:16][CH2:15]1)(=[O:21])=[O:20])[C:10]1[C:9]2[C:8](=[O:11])[CH2:7][C:6]([CH3:13])([CH3:12])[CH2:5][C:4]=2[NH:3][C:2]=1[CH3:1]. Given the reactants [CH3:1][C:2]1[NH:3][C:4]2[CH2:5][C:6]([CH3:13])([CH3:12])[CH2:7][C:8](=[O:11])[C:9]=2[CH:10]=1.[N:14]1([S:19]([C:22]2[CH:29]=[CH:28][CH:27]=[CH:26][C:23]=2[CH:24]=[O:25])(=[O:21])=[O:20])[CH2:18][CH2:17][CH2:16][CH2:15]1.[OH-].[Na+], predict the reaction product. (2) Given the reactants [F:1][C:2]([F:18])([C:6]1[CH:11]=[CH:10][C:9]([O:12][C:13]([F:16])([F:15])[F:14])=[CH:8][C:7]=1[CH3:17])[C:3]([OH:5])=O.P(Cl)(Cl)(Cl)=O.Cl.[NH2:25][CH2:26][C:27]1[CH:28]=[C:29]2[C:33](=[CH:34][CH:35]=1)[C:32](=[O:36])[N:31]([CH:37]1[CH2:42][CH2:41][C:40](=[O:43])[NH:39][C:38]1=[O:44])[CH2:30]2.C(=O)(O)[O-].[Na+], predict the reaction product. The product is: [O:44]=[C:38]1[CH:37]([N:31]2[CH2:30][C:29]3[C:33](=[CH:34][CH:35]=[C:27]([CH2:26][NH:25][C:3](=[O:5])[C:2]([F:1])([F:18])[C:6]4[CH:11]=[CH:10][C:9]([O:12][C:13]([F:16])([F:15])[F:14])=[CH:8][C:7]=4[CH3:17])[CH:28]=3)[C:32]2=[O:36])[CH2:42][CH2:41][C:40](=[O:43])[NH:39]1. (3) Given the reactants Br[C:2]1[C:10]2[C:9]([Cl:11])=[N:8][CH:7]=[N:6][C:5]=2[N:4]([CH:12]([CH3:14])[CH3:13])[CH:3]=1.[Cl:15][C:16]1[CH:17]=[C:18]([CH:25]=[CH:26][N:27]=1)[C:19](N(OC)C)=[O:20].BrC1C=C(C(C2C3C(Cl)=NC=NC=3N(C(C)C)C=2)=O)C=NC=1, predict the reaction product. The product is: [Cl:11][C:9]1[C:10]2[C:2]([C:19]([C:18]3[CH:25]=[CH:26][N:27]=[C:16]([Cl:15])[CH:17]=3)=[O:20])=[CH:3][N:4]([CH:12]([CH3:14])[CH3:13])[C:5]=2[N:6]=[CH:7][N:8]=1. (4) The product is: [NH:1]([C:32]([O:34][CH2:35][C:36]1[CH:41]=[CH:40][CH:39]=[CH:38][CH:37]=1)=[O:33])[C@H:2]([C:6]([NH:8][C@H:9]([C:13]([N:15]([CH3:31])[C@H:16]([C:20]([N:22]1[CH2:30][CH2:29][CH2:28][C@H:23]1[C:24]([OH:26])=[O:25])=[O:21])[CH:17]([CH3:19])[CH3:18])=[O:14])[CH:10]([CH3:11])[CH3:12])=[O:7])[CH:3]([CH3:4])[CH3:5]. Given the reactants [NH:1]([C:32]([O:34][CH2:35][C:36]1[CH:41]=[CH:40][CH:39]=[CH:38][CH:37]=1)=[O:33])[C@H:2]([C:6]([NH:8][C@H:9]([C:13]([N:15]([CH3:31])[C@H:16]([C:20]([N:22]1[CH2:30][CH2:29][CH2:28][C@H:23]1[C:24]([O:26]C)=[O:25])=[O:21])[CH:17]([CH3:19])[CH3:18])=[O:14])[CH:10]([CH3:12])[CH3:11])=[O:7])[CH:3]([CH3:5])[CH3:4].[Li+].[OH-].O, predict the reaction product. (5) Given the reactants [CH3:1][O:2][C:3]1[CH:4]=[C:5]([N:10]2[CH:14]=[N:13][N:12]=[CH:11]2)[CH:6]=[CH:7][C:8]=1[CH3:9].[I:15]I, predict the reaction product. The product is: [I:15][C:11]1[N:10]([C:5]2[CH:6]=[CH:7][C:8]([CH3:9])=[C:3]([O:2][CH3:1])[CH:4]=2)[CH:14]=[N:13][N:12]=1. (6) Given the reactants [C:1]([C:3]1[CH:8]=[CH:7][C:6]([O:9][CH3:10])=[CH:5][C:4]=1[CH3:11])#[CH:2].[Cl:12][C:13]1[C:14]([C:20]#[N:21])=[N:15][CH:16]=[C:17](Cl)[CH:18]=1.C(N(CC)CC)C, predict the reaction product. The product is: [Cl:12][C:13]1[C:14]([C:20]#[N:21])=[N:15][CH:16]=[C:17]([C:2]#[C:1][C:3]2[CH:8]=[CH:7][C:6]([O:9][CH3:10])=[CH:5][C:4]=2[CH3:11])[CH:18]=1.